From a dataset of Forward reaction prediction with 1.9M reactions from USPTO patents (1976-2016). Predict the product of the given reaction. (1) Given the reactants [F:1][C:2]1[CH:3]=[C:4]([C:10]2[CH:11]=[C:12]([C:17]([O:19][CH3:20])=[O:18])[C:13](=[O:16])[NH:14][N:15]=2)[CH:5]=[CH:6][C:7]=1[O:8][CH3:9].[F:21][C:22]1[CH:29]=[CH:28][C:25]([CH2:26]Cl)=[CH:24][CH:23]=1, predict the reaction product. The product is: [F:21][C:22]1[CH:29]=[CH:28][C:25]([CH2:26][N:14]2[C:13](=[O:16])[C:12]([C:17]([O:19][CH3:20])=[O:18])=[CH:11][C:10]([C:4]3[CH:5]=[CH:6][C:7]([O:8][CH3:9])=[C:2]([F:1])[CH:3]=3)=[N:15]2)=[CH:24][CH:23]=1. (2) Given the reactants [CH3:1][C:2]1[C:6]([CH:7]=[O:8])=[CH:5][NH:4][N:3]=1.C(=O)([O-])[O-].[K+].[K+].FN1C=C[CH:19]=[CH:18][CH:17]1[Cl:22].[CH3:23][N:24]([CH3:27])C=O, predict the reaction product. The product is: [Cl:22][C:17]1[C:23]([N:4]2[CH:5]=[C:6]([CH:7]=[O:8])[C:2]([CH3:1])=[N:3]2)=[N:24][CH:27]=[CH:19][CH:18]=1.